This data is from Reaction yield outcomes from USPTO patents with 853,638 reactions. The task is: Predict the reaction yield, written as a fraction of the theoretical maximum amount of product (1.0 means a 100% yield; for example, 0.34 means a 34% yield). The reactants are [Cl:1][C:2]1[C:24]([Cl:25])=[CH:23][CH:22]=[CH:21][C:3]=1[CH2:4][C:5]1[CH:6]=[C:7]2[C:12](=[CH:13][CH:14]=1)[NH:11][CH:10]=[C:9]([C:15]([O:17][CH2:18][CH3:19])=[O:16])[C:8]2=[O:20].[C:26]([O:29][CH2:30][CH2:31]Br)(=[O:28])[CH3:27].C(=O)([O-])[O-].[K+].[K+].[Cl-].[NH4+]. The catalyst is CN(C)C=O. The product is [C:26]([O:29][CH2:30][CH2:31][N:11]1[C:12]2[C:7](=[CH:6][C:5]([CH2:4][C:3]3[CH:21]=[CH:22][CH:23]=[C:24]([Cl:25])[C:2]=3[Cl:1])=[CH:14][CH:13]=2)[C:8](=[O:20])[C:9]([C:15]([O:17][CH2:18][CH3:19])=[O:16])=[CH:10]1)(=[O:28])[CH3:27]. The yield is 0.950.